This data is from Forward reaction prediction with 1.9M reactions from USPTO patents (1976-2016). The task is: Predict the product of the given reaction. (1) Given the reactants [Cl:1][CH2:2][C:3](=[O:9])[CH2:4][C:5]([O:7][CH3:8])=[O:6].[CH3:10][C:11](=C)[CH2:12]O, predict the reaction product. The product is: [Cl:1][CH2:2][C:3](=[O:9])[CH2:4][C:5]([O:7][CH2:8][C:11](=[CH2:10])[CH3:12])=[O:6]. (2) Given the reactants [CH3:1][C:2]1[N:6]2[C:7]3[CH:13]=[C:12]([C:14]([F:17])([F:16])[F:15])[NH:11][C:8]=3[CH:9]=[CH:10][C:5]2=[N:4][N:3]=1.[C:18]([O-:21])([O-])=[O:19].[Cs+].[Cs+].[CH2:24](Br)[C:25]1[CH:30]=[CH:29][CH:28]=[CH:27][CH:26]=1, predict the reaction product. The product is: [F:15][C:14]([F:17])([F:16])[C:18]([OH:21])=[O:19].[F:15][C:14]([F:17])([F:16])[C:18]([OH:21])=[O:19].[CH2:24]([N:11]1[C:8]2[CH:9]=[CH:10][C:5]3[N:6]([C:2]([CH3:1])=[N:3][N:4]=3)[C:7]=2[CH:13]=[C:12]1[C:14]([F:17])([F:15])[F:16])[C:25]1[CH:30]=[CH:29][CH:28]=[CH:27][CH:26]=1. (3) Given the reactants Br[C:2]1[CH:7]=[CH:6][C:5]([C@@H:8]([N:10]2[CH2:15][CH2:14][C@@:13]([C:20]3[CH:25]=[CH:24][C:23]([F:26])=[CH:22][CH:21]=3)([CH2:16][CH2:17][CH2:18][OH:19])[O:12][C:11]2=[O:27])[CH3:9])=[CH:4][CH:3]=1.[CH3:28][O:29][C:30]1[N:35]=[CH:34][C:33](B(O)O)=[CH:32][CH:31]=1, predict the reaction product. The product is: [F:26][C:23]1[CH:24]=[CH:25][C:20]([C@:13]2([CH2:16][CH2:17][CH2:18][OH:19])[O:12][C:11](=[O:27])[N:10]([C@H:8]([C:5]3[CH:6]=[CH:7][C:2]([C:33]4[CH:34]=[N:35][C:30]([O:29][CH3:28])=[CH:31][CH:32]=4)=[CH:3][CH:4]=3)[CH3:9])[CH2:15][CH2:14]2)=[CH:21][CH:22]=1. (4) Given the reactants [Cl:1][CH2:2][CH2:3][CH2:4][S:5](Cl)(=[O:7])=[O:6].Cl.Cl.[NH:11]1[CH2:16][CH2:15][CH:14]([O:17][C:18]2[CH:19]=[C:20]3[C:25](=[CH:26][C:27]=2[O:28][CH3:29])[N:24]=[CH:23][N:22]=[C:21]3[NH:30][C:31]2[CH:36]=[CH:35][CH:34]=[C:33]([Cl:37])[C:32]=2[F:38])[CH2:13][CH2:12]1.C(N(C(C)C)CC)(C)C, predict the reaction product. The product is: [Cl:37][C:33]1[C:32]([F:38])=[C:31]([CH:36]=[CH:35][CH:34]=1)[NH:30][C:21]1[C:20]2[C:25](=[CH:26][C:27]([O:28][CH3:29])=[C:18]([O:17][CH:14]3[CH2:15][CH2:16][N:11]([S:5]([CH2:4][CH2:3][CH2:2][Cl:1])(=[O:7])=[O:6])[CH2:12][CH2:13]3)[CH:19]=2)[N:24]=[CH:23][N:22]=1.